From a dataset of Catalyst prediction with 721,799 reactions and 888 catalyst types from USPTO. Predict which catalyst facilitates the given reaction. Reactant: [NH2:1][C:2]1[C:7]([NH:8][C:9]2[CH:14]=[CH:13][C:12]([I:15])=[CH:11][C:10]=2[F:16])=[C:6]([CH3:17])[C:5](=[O:18])[N:4]2[CH2:19][CH2:20][S:21][C:3]=12.[CH2:22]([O:29][CH2:30][C:31]1([S:34](Cl)(=[O:36])=[O:35])[CH2:33][CH2:32]1)[C:23]1[CH:28]=[CH:27][CH:26]=[CH:25][CH:24]=1. Product: [F:16][C:10]1[CH:11]=[C:12]([I:15])[CH:13]=[CH:14][C:9]=1[NH:8][C:7]1[C:2]([NH:1][S:34]([C:31]2([CH2:30][O:29][CH2:22][C:23]3[CH:28]=[CH:27][CH:26]=[CH:25][CH:24]=3)[CH2:33][CH2:32]2)(=[O:36])=[O:35])=[C:3]2[S:21][CH2:20][CH2:19][N:4]2[C:5](=[O:18])[C:6]=1[CH3:17]. The catalyst class is: 17.